Dataset: Full USPTO retrosynthesis dataset with 1.9M reactions from patents (1976-2016). Task: Predict the reactants needed to synthesize the given product. (1) The reactants are: [C:1]([C:3]1[C:4]([N:22]2[CH2:27][CH2:26][CH:25]([C:28](O)=[O:29])[CH2:24][CH2:23]2)=[N:5][C:6]([CH2:15][N:16]2[CH2:20][CH2:19][CH2:18][C:17]2=[O:21])=[C:7]([C:9](=[O:14])[CH2:10][CH2:11][CH2:12][CH3:13])[CH:8]=1)#[N:2].[CH3:31][C:32]1[CH:37]=[CH:36][C:35]([CH2:38][S:39]([NH2:42])(=[O:41])=[O:40])=[CH:34][CH:33]=1. Given the product [C:1]([C:3]1[C:4]([N:22]2[CH2:27][CH2:26][CH:25]([C:28]([NH:42][S:39]([CH2:38][C:35]3[CH:36]=[CH:37][C:32]([CH3:31])=[CH:33][CH:34]=3)(=[O:40])=[O:41])=[O:29])[CH2:24][CH2:23]2)=[N:5][C:6]([CH2:15][N:16]2[CH2:20][CH2:19][CH2:18][C:17]2=[O:21])=[C:7]([C:9](=[O:14])[CH2:10][CH2:11][CH2:12][CH3:13])[CH:8]=1)#[N:2], predict the reactants needed to synthesize it. (2) Given the product [S:38]([O:37][C@@H:9]([CH2:10][NH:11][CH2:12][CH2:13][CH:14]([C:15]1[CH:20]=[CH:19][C:18]([NH:21][C:22]([O:24][CH3:25])=[O:23])=[CH:17][CH:16]=1)[C:26]1[CH:27]=[CH:28][C:29]([NH:32][C:33]([O:35][CH3:36])=[O:34])=[CH:30][CH:31]=1)[CH2:8][O:1][C:2]1[CH:7]=[CH:6][CH:5]=[CH:4][CH:3]=1)([OH:41])(=[O:40])=[O:39], predict the reactants needed to synthesize it. The reactants are: [O:1]([CH2:8][C@@H:9]([OH:37])[CH2:10][NH:11][CH2:12][CH2:13][CH:14]([C:26]1[CH:31]=[CH:30][C:29]([NH:32][C:33]([O:35][CH3:36])=[O:34])=[CH:28][CH:27]=1)[C:15]1[CH:20]=[CH:19][C:18]([NH:21][C:22]([O:24][CH3:25])=[O:23])=[CH:17][CH:16]=1)[C:2]1[CH:7]=[CH:6][CH:5]=[CH:4][CH:3]=1.[S:38](=O)(=[O:41])([OH:40])[OH:39]. (3) Given the product [CH3:14][O:15][C:16]([C:18]1([CH2:24][C:25]2[CH:26]=[CH:27][C:28]([Cl:31])=[CH:29][CH:30]=2)[CH2:22][CH2:21][C:20]([CH2:5][OH:1])([CH2:8][OH:9])[C:19]1=[O:23])=[O:17], predict the reactants needed to synthesize it. The reactants are: [O:1]1[CH2:5]CCC1.C=O.[C:8](=O)([O-])[O-:9].[K+].[K+].[CH3:14][O:15][C:16]([C:18]1([CH2:24][C:25]2[CH:30]=[CH:29][C:28]([Cl:31])=[CH:27][CH:26]=2)[CH2:22][CH2:21][CH2:20][C:19]1=[O:23])=[O:17]. (4) Given the product [CH2:1]([O:3][C:4](=[O:11])[CH2:5][CH:6]([CH2:15][N+:12]([O-:14])=[O:13])[C:7]([F:9])([F:10])[F:8])[CH3:2], predict the reactants needed to synthesize it. The reactants are: [CH2:1]([O:3][C:4](=[O:11])/[CH:5]=[CH:6]/[C:7]([F:10])([F:9])[F:8])[CH3:2].[N+:12]([CH3:15])([O-:14])=[O:13].CN(C)C(=N)N(C)C.S(=O)(=O)(O)O. (5) Given the product [F:41][C:42]1[CH:49]=[CH:48][C:45]([CH2:46][C:2]2[C:11]3[C:6](=[CH:7][CH:8]=[CH:9][CH:10]=3)[C:5](=[O:12])[N:4]([CH2:13][C@H:14]3[CH2:18][CH2:17][CH2:16][N:15]3[CH2:19][CH2:20][CH2:21][CH2:22][C:23]3[CH:28]=[CH:27][C:26]([O:29][CH2:30][CH2:31][CH2:32][N:33]4[CH2:39][CH2:38][CH2:37][CH2:36][CH2:35][CH2:34]4)=[CH:25][CH:24]=3)[N:3]=2)=[CH:44][CH:43]=1, predict the reactants needed to synthesize it. The reactants are: Cl[C:2]1[C:11]2[C:6](=[CH:7][CH:8]=[CH:9][CH:10]=2)[C:5](=[O:12])[N:4]([CH2:13][C@H:14]2[CH2:18][CH2:17][CH2:16][N:15]2[CH2:19][CH2:20][CH2:21][CH2:22][C:23]2[CH:28]=[CH:27][C:26]([O:29][CH2:30][CH2:31][CH2:32][N:33]3[CH2:39][CH2:38][CH2:37][CH2:36][CH2:35][CH2:34]3)=[CH:25][CH:24]=2)[N:3]=1.[Cl-].[F:41][C:42]1[CH:49]=[CH:48][C:45]([CH2:46][Zn+])=[CH:44][CH:43]=1. (6) The reactants are: C([O:3][C:4](=[O:28])[CH2:5][C:6]1[N:7]=[C:8]([CH2:18][N:19]([C:21]2[CH:26]=[CH:25][C:24]([F:27])=[CH:23][CH:22]=2)[CH3:20])[N:9]([C:11]2[CH:16]=[CH:15][C:14]([Cl:17])=[CH:13][CH:12]=2)[CH:10]=1)C.[OH-].[Na+]. Given the product [Cl:17][C:14]1[CH:15]=[CH:16][C:11]([N:9]2[CH:10]=[C:6]([CH2:5][C:4]([OH:28])=[O:3])[N:7]=[C:8]2[CH2:18][N:19]([C:21]2[CH:22]=[CH:23][C:24]([F:27])=[CH:25][CH:26]=2)[CH3:20])=[CH:12][CH:13]=1, predict the reactants needed to synthesize it. (7) Given the product [Cl:10][C:3]1[C:2]([CH:19]=[O:20])=[CH:7][CH:6]=[C:5]([O:8][CH3:9])[N:4]=1, predict the reactants needed to synthesize it. The reactants are: Br[C:2]1[C:3]([Cl:10])=[N:4][C:5]([O:8][CH3:9])=[CH:6][CH:7]=1.C([Li])CCC.CN([CH:19]=[O:20])C.O.[Cl-].[NH4+]. (8) Given the product [CH2:13]([O:12][C:10]([N:6]1[CH2:7][CH2:8][N:30]([CH2:29][CH2:28][C:27]([O:26][C:22]([CH3:25])([CH3:24])[CH3:23])=[O:31])[C:3](=[O:20])[C@@H:4]1[CH3:5])=[O:11])[C:14]1[CH:15]=[CH:16][CH:17]=[CH:18][CH:19]=1, predict the reactants needed to synthesize it. The reactants are: CO[C:3](=[O:20])[C@@H:4]([N:6]([C:10]([O:12][CH2:13][C:14]1[CH:19]=[CH:18][CH:17]=[CH:16][CH:15]=1)=[O:11])[CH2:7][CH:8]=O)[CH3:5].Cl.[C:22]([O:26][C:27](=[O:31])[CH2:28][CH2:29][NH2:30])([CH3:25])([CH3:24])[CH3:23].C(N(CC)CC)C.C(O)(=O)C.C(O[BH-](OC(=O)C)OC(=O)C)(=O)C.[Na+].